From a dataset of NCI-60 drug combinations with 297,098 pairs across 59 cell lines. Regression. Given two drug SMILES strings and cell line genomic features, predict the synergy score measuring deviation from expected non-interaction effect. (1) Drug 1: C1CN1C2=NC(=NC(=N2)N3CC3)N4CC4. Drug 2: CN(C(=O)NC(C=O)C(C(C(CO)O)O)O)N=O. Cell line: HT29. Synergy scores: CSS=13.2, Synergy_ZIP=-0.812, Synergy_Bliss=3.21, Synergy_Loewe=-21.7, Synergy_HSA=0.0609. (2) Drug 1: CS(=O)(=O)CCNCC1=CC=C(O1)C2=CC3=C(C=C2)N=CN=C3NC4=CC(=C(C=C4)OCC5=CC(=CC=C5)F)Cl. Drug 2: C1CN1C2=NC(=NC(=N2)N3CC3)N4CC4. Cell line: RXF 393. Synergy scores: CSS=14.2, Synergy_ZIP=-2.81, Synergy_Bliss=1.54, Synergy_Loewe=-6.70, Synergy_HSA=-0.252. (3) Drug 1: COC1=NC(=NC2=C1N=CN2C3C(C(C(O3)CO)O)O)N. Drug 2: CS(=O)(=O)OCCCCOS(=O)(=O)C. Cell line: KM12. Synergy scores: CSS=-0.615, Synergy_ZIP=2.73, Synergy_Bliss=2.03, Synergy_Loewe=-4.27, Synergy_HSA=-2.91. (4) Drug 1: C1CN(P(=O)(OC1)NCCCl)CCCl. Drug 2: C1C(C(OC1N2C=NC(=NC2=O)N)CO)O. Cell line: DU-145. Synergy scores: CSS=6.42, Synergy_ZIP=-0.743, Synergy_Bliss=2.70, Synergy_Loewe=-3.59, Synergy_HSA=1.17.